This data is from Full USPTO retrosynthesis dataset with 1.9M reactions from patents (1976-2016). The task is: Predict the reactants needed to synthesize the given product. (1) Given the product [Br:11][C:12]1[CH:17]=[CH:16][C:15]([C:2]2[CH:7]=[CH:6][N:5]=[CH:4][C:3]=2[N+:8]([O-:10])=[O:9])=[CH:14][CH:13]=1, predict the reactants needed to synthesize it. The reactants are: Cl[C:2]1[CH:7]=[CH:6][N:5]=[CH:4][C:3]=1[N+:8]([O-:10])=[O:9].[Br:11][C:12]1[CH:17]=[CH:16][C:15](B(O)O)=[CH:14][CH:13]=1.C(=O)([O-])[O-].[K+].[K+]. (2) Given the product [CH3:14][C:13]([CH3:16])([CH3:15])[C:12]([C:11]1[C:5]2[C:6](=[N:7][CH:8]=[C:3]([C:2](=[O:1])[C:18]3[CH:23]=[CH:22][CH:21]=[CH:20][C:19]=3[CH3:24])[N:4]=2)[NH:9][CH:10]=1)=[O:17], predict the reactants needed to synthesize it. The reactants are: [OH:1][CH:2]([C:18]1[CH:23]=[CH:22][CH:21]=[CH:20][C:19]=1[CH3:24])[C:3]1[N:4]=[C:5]2[C:11]([C:12](=[O:17])[C:13]([CH3:16])([CH3:15])[CH3:14])=[CH:10][NH:9][C:6]2=[N:7][CH:8]=1.CC(OI1(OC(C)=O)(OC(C)=O)OC(=O)C2C=CC=CC1=2)=O.